This data is from Full USPTO retrosynthesis dataset with 1.9M reactions from patents (1976-2016). The task is: Predict the reactants needed to synthesize the given product. (1) Given the product [NH2:33][C:29]1[CH:30]=[C:31]([CH3:32])[C:26]([C:22]2[CH:23]=[CH:24][CH:25]=[C:20]([S:17]([C:12]3[CH:11]=[C:10]([C:9]([NH:8][C:6]([O:5][C:1]([CH3:3])([CH3:4])[CH3:2])=[O:7])=[NH:55])[S:14][C:13]=3[S:15][CH3:16])(=[O:18])=[O:19])[CH:21]=2)=[C:27]([NH:43][C:44](=[O:54])[NH:45][CH2:46][CH2:47][CH2:48][CH2:49][CH2:50][C:51]([OH:53])=[O:52])[CH:28]=1, predict the reactants needed to synthesize it. The reactants are: [C:1]([O:5][C:6]([NH:8][C:9](=[NH:55])[C:10]1[S:14][C:13]([S:15][CH3:16])=[C:12]([S:17]([C:20]2[CH:21]=[C:22]([C:26]3[C:31]([CH3:32])=[CH:30][C:29]([NH:33]C(OCC[Si](C)(C)C)=O)=[CH:28][C:27]=3[NH:43][C:44](=[O:54])[NH:45][CH2:46][CH2:47][CH2:48][CH2:49][CH2:50][C:51]([OH:53])=[O:52])[CH:23]=[CH:24][CH:25]=2)(=[O:19])=[O:18])[CH:11]=1)=[O:7])([CH3:4])([CH3:3])[CH3:2].[F-].C([N+](CCCC)(CCCC)CCCC)CCC. (2) Given the product [CH3:35][O:34][CH2:33][CH2:32][O:31][C:28]1[N:29]=[CH:30][C:25]([O:1][C:2]2[CH:3]=[C:4]([CH3:23])[C:5]([C:9]3[N:10]=[C:11]([NH:14][C:15](=[O:22])[C:16]4[CH:21]=[CH:20][N:19]=[CH:18][CH:17]=4)[S:12][CH:13]=3)=[C:6]([CH3:8])[CH:7]=2)=[N:26][CH:27]=1, predict the reactants needed to synthesize it. The reactants are: [OH:1][C:2]1[CH:7]=[C:6]([CH3:8])[C:5]([C:9]2[N:10]=[C:11]([NH:14][C:15](=[O:22])[C:16]3[CH:21]=[CH:20][N:19]=[CH:18][CH:17]=3)[S:12][CH:13]=2)=[C:4]([CH3:23])[CH:3]=1.Br[C:25]1[CH:30]=[N:29][C:28]([O:31][CH2:32][CH2:33][O:34][CH3:35])=[CH:27][N:26]=1.C(=O)([O-])[O-].[K+].[K+]. (3) Given the product [CH3:1][O:2][C:3]([C:5]1[CH:13]=[C:12]2[C:8]([C:9]([C:14](=[O:16])[CH3:15])=[CH:10][N:11]2[CH2:34][C:35]([OH:37])=[O:36])=[CH:7][CH:6]=1)=[O:4], predict the reactants needed to synthesize it. The reactants are: [CH3:1][O:2][C:3]([C:5]1[CH:13]=[C:12]2[C:8]([C:9]([C:14](=[O:16])[CH3:15])=[CH:10][NH:11]2)=[CH:7][CH:6]=1)=[O:4].C(C1C2C(=CC=C(OC(F)(F)F)C=2)N([CH2:34][C:35]([OH:37])=[O:36])C=1)(=O)C.